This data is from NCI-60 drug combinations with 297,098 pairs across 59 cell lines. The task is: Regression. Given two drug SMILES strings and cell line genomic features, predict the synergy score measuring deviation from expected non-interaction effect. (1) Drug 1: CC1=CC=C(C=C1)C2=CC(=NN2C3=CC=C(C=C3)S(=O)(=O)N)C(F)(F)F. Drug 2: CC1C(C(CC(O1)OC2CC(OC(C2O)C)OC3=CC4=CC5=C(C(=O)C(C(C5)C(C(=O)C(C(C)O)O)OC)OC6CC(C(C(O6)C)O)OC7CC(C(C(O7)C)O)OC8CC(C(C(O8)C)O)(C)O)C(=C4C(=C3C)O)O)O)O. Cell line: TK-10. Synergy scores: CSS=21.8, Synergy_ZIP=-1.41, Synergy_Bliss=-0.618, Synergy_Loewe=0.606, Synergy_HSA=1.08. (2) Drug 1: CN1CCC(CC1)COC2=C(C=C3C(=C2)N=CN=C3NC4=C(C=C(C=C4)Br)F)OC. Drug 2: C1=CC(=C2C(=C1NCCNCCO)C(=O)C3=C(C=CC(=C3C2=O)O)O)NCCNCCO. Synergy scores: CSS=57.0, Synergy_ZIP=8.55, Synergy_Bliss=7.26, Synergy_Loewe=3.34, Synergy_HSA=8.76. Cell line: NCI-H460. (3) Drug 1: CC1=CC2C(CCC3(C2CCC3(C(=O)C)OC(=O)C)C)C4(C1=CC(=O)CC4)C. Drug 2: CC1=C2C(C(=O)C3(C(CC4C(C3C(C(C2(C)C)(CC1OC(=O)C(C(C5=CC=CC=C5)NC(=O)OC(C)(C)C)O)O)OC(=O)C6=CC=CC=C6)(CO4)OC(=O)C)O)C)O. Cell line: HCT-15. Synergy scores: CSS=25.9, Synergy_ZIP=8.30, Synergy_Bliss=15.5, Synergy_Loewe=11.7, Synergy_HSA=13.4.